Task: Predict the reactants needed to synthesize the given product.. Dataset: Full USPTO retrosynthesis dataset with 1.9M reactions from patents (1976-2016) (1) Given the product [CH3:36][N:10]1[CH2:11][CH2:12][C:7]([CH2:13][O:14][CH2:15][C:16]2[CH:17]=[C:18]([C:26]3[CH:31]=[CH:30][C:29]([C:32]#[N:33])=[CH:28][CH:27]=3)[CH:19]=[C:20]([C:22]([F:24])([F:25])[F:23])[CH:21]=2)([C:1]2[CH:2]=[CH:3][CH:4]=[CH:5][CH:6]=2)[CH2:8][CH2:9]1, predict the reactants needed to synthesize it. The reactants are: [C:1]1([C:7]2([CH2:13][O:14][CH2:15][C:16]3[CH:17]=[C:18]([C:26]4[CH:31]=[CH:30][C:29]([C:32]#[N:33])=[CH:28][CH:27]=4)[CH:19]=[C:20]([C:22]([F:25])([F:24])[F:23])[CH:21]=3)[CH2:12][CH2:11][NH:10][CH2:9][CH2:8]2)[CH:6]=[CH:5][CH:4]=[CH:3][CH:2]=1.C=O.[C:36]([BH3-])#N.[Na+]. (2) Given the product [CH3:18][O:17][CH2:16][CH2:15][N:13]([CH3:14])[C:10]1[N:9]=[CH:8][C:7]([B:23]2[O:27][C:26]([CH3:29])([CH3:28])[C:25]([CH3:31])([CH3:30])[O:24]2)=[CH:12][N:11]=1, predict the reactants needed to synthesize it. The reactants are: C([Li])CCC.Br[C:7]1[CH:8]=[N:9][C:10]([N:13]([CH2:15][CH2:16][O:17][CH3:18])[CH3:14])=[N:11][CH:12]=1.C(O[B:23]1[O:27][C:26]([CH3:29])([CH3:28])[C:25]([CH3:31])([CH3:30])[O:24]1)(C)C.[Cl-].[NH4+].